Dataset: Full USPTO retrosynthesis dataset with 1.9M reactions from patents (1976-2016). Task: Predict the reactants needed to synthesize the given product. (1) Given the product [Cl:12][C:13]1[CH:20]=[C:19]([I:21])[C:16]([C:17]#[N:18])=[CH:15][N:14]=1, predict the reactants needed to synthesize it. The reactants are: CCCCCC.[Li]CCCC.[Cl:12][C:13]1[CH:20]=[CH:19][C:16]([C:17]#[N:18])=[CH:15][N:14]=1.[I:21]I. (2) Given the product [C:33]1([CH3:61])[CH:38]=[CH:37][C:36]([S:39]([CH2:42][CH2:43][O:44][C:45](=[O:60])[CH2:46][CH2:47][C:48]2[CH:53]=[C:52]([S:54]([N:21]3[C:20]4[CH:22]=[CH:23][CH:24]=[CH:25][C:19]=4[N:18]=[C:17]3[S:15]([CH2:14][C:3]3[C:2]([CH3:1])=[C:7]([O:8][CH2:9][C:10]([F:13])([F:11])[F:12])[CH:6]=[CH:5][N:4]=3)=[O:16])(=[O:56])=[O:55])[CH:51]=[CH:50][C:49]=2[O:58][CH3:59])(=[O:41])=[O:40])=[CH:35][CH:34]=1, predict the reactants needed to synthesize it. The reactants are: [CH3:1][C:2]1[C:3]([CH2:14][S:15]([C:17]2[NH:21][C:20]3[CH:22]=[CH:23][CH:24]=[CH:25][C:19]=3[N:18]=2)=[O:16])=[N:4][CH:5]=[CH:6][C:7]=1[O:8][CH2:9][C:10]([F:13])([F:12])[F:11].CCN(CC)CC.[C:33]1([CH3:61])[CH:38]=[CH:37][C:36]([S:39]([CH2:42][CH2:43][O:44][C:45](=[O:60])[CH2:46][CH2:47][C:48]2[CH:53]=[C:52]([S:54](Cl)(=[O:56])=[O:55])[CH:51]=[CH:50][C:49]=2[O:58][CH3:59])(=[O:41])=[O:40])=[CH:35][CH:34]=1.C([O-])(O)=O.[Na+].